This data is from Reaction yield outcomes from USPTO patents with 853,638 reactions. The task is: Predict the reaction yield, written as a fraction of the theoretical maximum amount of product (1.0 means a 100% yield; for example, 0.34 means a 34% yield). The reactants are [H-].[Na+].[F:3][C:4]1[CH:9]=[C:8]([OH:10])[CH:7]=[CH:6][C:5]=1[N:11]1[CH:16]=[C:15]([O:17][CH3:18])[C:14](=[O:19])[C:13]([C:20]2[N:24]([C:25]3[CH:30]=[CH:29][CH:28]=[CH:27][CH:26]=3)[N:23]=[CH:22][CH:21]=2)=[N:12]1.C1C=CC(N([S:38]([C:41]([F:44])([F:43])[F:42])(=[O:40])=[O:39])[S:38]([C:41]([F:44])([F:43])[F:42])(=[O:40])=[O:39])=CC=1. The catalyst is C1COCC1. The product is [F:42][C:41]([F:44])([F:43])[S:38]([O:10][C:8]1[CH:7]=[CH:6][C:5]([N:11]2[CH:16]=[C:15]([O:17][CH3:18])[C:14](=[O:19])[C:13]([C:20]3[N:24]([C:25]4[CH:26]=[CH:27][CH:28]=[CH:29][CH:30]=4)[N:23]=[CH:22][CH:21]=3)=[N:12]2)=[C:4]([F:3])[CH:9]=1)(=[O:40])=[O:39]. The yield is 0.870.